This data is from Reaction yield outcomes from USPTO patents with 853,638 reactions. The task is: Predict the reaction yield, written as a fraction of the theoretical maximum amount of product (1.0 means a 100% yield; for example, 0.34 means a 34% yield). (1) The reactants are [Br:1][C:2]1[CH:3]=[N:4][C:5](Cl)=[N:6][CH:7]=1.[N:9]1([C:15]([O:17][C:18]([CH3:21])([CH3:20])[CH3:19])=[O:16])[CH2:14][CH2:13][NH:12][CH2:11][CH2:10]1. The catalyst is O1CCOCC1.O.C(OCC)(=O)C. The product is [Br:1][C:2]1[CH:3]=[N:4][C:5]([N:12]2[CH2:11][CH2:10][N:9]([C:15]([O:17][C:18]([CH3:21])([CH3:20])[CH3:19])=[O:16])[CH2:14][CH2:13]2)=[N:6][CH:7]=1. The yield is 0.580. (2) The reactants are [CH3:1][C:2]1[CH:3]=[C:4]([CH:13]=[CH:14][C:15]=1[N+:16]([O-])=O)[O:5][C:6]1[CH:11]=[CH:10][N:9]=[C:8]([NH2:12])[CH:7]=1.[CH2:19]([N:21]([CH2:24][CH3:25])[CH2:22]C)[CH3:20].ClC(OC1C=CC=CC=1)=[O:28].N1CCCC1.[Cl-].[NH4+]. The catalyst is O1CCCC1.[Fe].O.CN(C)C=O. The product is [NH2:16][C:15]1[CH:14]=[CH:13][C:4]([O:5][C:6]2[CH:11]=[CH:10][N:9]=[C:8]([NH:12][C:22]([N:21]3[CH2:24][CH2:25][CH2:20][CH2:19]3)=[O:28])[CH:7]=2)=[CH:3][C:2]=1[CH3:1]. The yield is 0.392. (3) The reactants are Br[C:2]1[CH:7]=[CH:6][C:5]([Br:8])=[CH:4][N:3]=1.O.[NH2:10][NH2:11]. The catalyst is C(O)C. The product is [Br:8][C:5]1[CH:6]=[CH:7][C:2]([NH:10][NH2:11])=[N:3][CH:4]=1. The yield is 0.776. (4) The reactants are Cl[C:2]1[N:7]=[CH:6][N:5]=[C:4]([N:8]2[CH2:13][CH2:12][N:11]([C:14]([O:16][C:17]([CH3:20])([CH3:19])[CH3:18])=[O:15])[CH2:10][CH2:9]2)[CH:3]=1.[C:21]1(OB(O)O)[CH:26]=[CH:25][CH:24]=[CH:23][CH:22]=1.P([O-])([O-])([O-])=O.[K+].[K+].[K+]. The catalyst is C1(C)C=CC=CC=1.C1(P(C2C=CC=CC=2)C2C3OC4C(=CC=CC=4P(C4C=CC=CC=4)C4C=CC=CC=4)C(C)(C)C=3C=CC=2)C=CC=CC=1. The product is [C:21]1([C:2]2[N:7]=[CH:6][N:5]=[C:4]([N:8]3[CH2:13][CH2:12][N:11]([C:14]([O:16][C:17]([CH3:20])([CH3:19])[CH3:18])=[O:15])[CH2:10][CH2:9]3)[CH:3]=2)[CH:26]=[CH:25][CH:24]=[CH:23][CH:22]=1. The yield is 0.400. (5) The reactants are [N+:1]([C:4]1[CH:5]=[N:6][NH:7][CH:8]=1)([O-:3])=[O:2].[CH3:9][C@@H:10]1[CH2:12][O:11]1.C([O-])([O-])=O.[K+].[K+]. The catalyst is CN(C=O)C. The product is [N+:1]([C:4]1[CH:5]=[N:6][N:7]([CH2:9][C@H:10]([OH:11])[CH3:12])[CH:8]=1)([O-:3])=[O:2]. The yield is 0.476. (6) The yield is 0.531. The reactants are [H-].[Na+].[C:3]([O:9][CH3:10])(=[O:8])[C:4](OC)=O.CC([N:15]([C:19]1[CH:24]=[CH:23][C:22]([C:25](=[O:27])C)=[CH:21][CH:20]=1)[C:16](=[O:18])[O-:17])(C)C. The catalyst is CN(C=O)C. The product is [CH3:21][C:22]([O:17][C:16]([NH:15][C:19]1[CH:20]=[CH:21][C:22](/[C:25](/[OH:27])=[CH:4]/[C:3]([O:9][CH3:10])=[O:8])=[CH:23][CH:24]=1)=[O:18])([CH3:25])[CH3:23].